From a dataset of Forward reaction prediction with 1.9M reactions from USPTO patents (1976-2016). Predict the product of the given reaction. (1) Given the reactants [N:1]([C:4]1[CH:9]=[CH:8][C:7]([F:10])=[CH:6][C:5]=1[Cl:11])=[N+:2]=[N-:3].[CH3:12][O:13][C:14]1[CH:19]=[CH:18][C:17]([CH2:20][C:21]#[N:22])=[CH:16][CH:15]=1.C[O-].[Na+], predict the reaction product. The product is: [Cl:11][C:5]1[CH:6]=[C:7]([F:10])[CH:8]=[CH:9][C:4]=1[N:1]1[C:21]([NH2:22])=[C:20]([C:17]2[CH:18]=[CH:19][C:14]([O:13][CH3:12])=[CH:15][CH:16]=2)[N:3]=[N:2]1. (2) Given the reactants [F:1][C:2]1[CH:3]=[CH:4][C:5]([C:8]([C:10]2[N:19]=[C:18]([NH:20][C:21]3[CH:25]=[C:24]([CH3:26])[NH:23][N:22]=3)[C:17]3[C:12](=[CH:13][CH:14]=[CH:15][CH:16]=3)[N:11]=2)=[O:9])=[N:6][CH:7]=1.[CH2:27](O)[CH2:28][OH:29].O.C1(C)C=CC(S(O)(=O)=O)=CC=1, predict the reaction product. The product is: [F:1][C:2]1[CH:3]=[CH:4][C:5]([C:8]2([C:10]3[N:19]=[C:18]([NH:20][C:21]4[CH:25]=[C:24]([CH3:26])[NH:23][N:22]=4)[C:17]4[C:12](=[CH:13][CH:14]=[CH:15][CH:16]=4)[N:11]=3)[O:29][CH2:28][CH2:27][O:9]2)=[N:6][CH:7]=1. (3) The product is: [CH2:17]([O:16][C:14]([C:13]([CH:25]=[CH:27][CH2:26][NH:28][SH:7](=[O:9])=[O:10])([CH3:33])[CH3:24])=[O:15])[C:18]1[CH:23]=[CH:22][CH:21]=[CH:20][CH:19]=1. Given the reactants C1(C)C=CC([S:7]([OH:10])(=[O:9])=O)=CC=1.N[C:13]([CH3:25])([CH3:24])[C:14]([O:16][CH2:17][C:18]1[CH:23]=[CH:22][CH:21]=[CH:20][CH:19]=1)=[O:15].[CH2:26]([N:28](CC)CC)[CH3:27].[CH2:33](S(Cl)(=O)=O)C=C, predict the reaction product. (4) Given the reactants C([O:5][C:6]([N:8]1[CH2:12][CH2:11][C@H:10]([NH2:13])[CH2:9]1)=[O:7])(C)(C)C.Cl[C:15]1[CH:20]=[CH:19][C:18]([N+:21]([O-:23])=[O:22])=[CH:17][N:16]=1.C(=O)([O-])[O-].[K+].[K+], predict the reaction product. The product is: [N+:21]([C:18]1[CH:19]=[CH:20][C:15]([NH:13][C@H:10]2[CH2:11][CH2:12][N:8]([C:6]([OH:5])=[O:7])[CH2:9]2)=[N:16][CH:17]=1)([O-:23])=[O:22]. (5) The product is: [NH2:5][C@@H:9]1[CH2:14][CH2:13][CH2:12][CH2:11][C@@H:10]1[O:15][C:16]1[CH:21]=[CH:20][C:19]([C:22]2[N:27]=[C:26]([NH:28][C:29]3[CH:30]=[CH:31][C:32]([N:35]4[CH2:36][CH2:37][N:38]([CH:41]5[CH2:42][O:43][CH2:44]5)[CH2:39][CH2:40]4)=[CH:33][CH:34]=3)[N:25]=[CH:24][N:23]=2)=[CH:18][C:17]=1[C:45]#[N:46]. Given the reactants C([N:5]([C@@H:9]1[CH2:14][CH2:13][CH2:12][CH2:11][C@@H:10]1[O:15][C:16]1[CH:21]=[CH:20][C:19]([C:22]2[N:27]=[C:26]([NH:28][C:29]3[CH:34]=[CH:33][C:32]([N:35]4[CH2:40][CH2:39][N:38]([CH:41]5[CH2:44][O:43][CH2:42]5)[CH2:37][CH2:36]4)=[CH:31][CH:30]=3)[N:25]=[CH:24][N:23]=2)=[CH:18][C:17]=1[C:45]#[N:46])C(=O)O)(C)(C)C.[NH2:5][C@@H:9]1[CH2:14][CH2:13][CH2:12][CH2:11][C@@H:10]1[O:15][C:16]1[CH:21]=[CH:20][C:19]([C:22]2[N:27]=[C:26]([NH:28][C:29]3[CH:34]=[CH:33][C:32]([N:35]4[CH2:36][CH2:37][N:38]([CH:41]5[CH2:44][O:43][CH2:42]5)[CH2:39][CH2:40]4)=[CH:31][CH:30]=3)[N:25]=[CH:24][N:23]=2)=[CH:18][C:17]=1[C:45]#[N:46].FC(F)(F)C(O)=O.[OH-].[Na+], predict the reaction product. (6) Given the reactants [CH3:1][C:2]1[N:3]=[C:4]2[C:9]([CH3:10])=[CH:8][CH:7]=[CH:6][N:5]2[CH:11]=1.[CH2:12]([CH:14]([C:17]1[C:18]2[N:19]([C:24](I)=[C:25]([CH3:27])[N:26]=2)[N:20]=[C:21]([CH3:23])[CH:22]=1)[CH2:15][CH3:16])[CH3:13], predict the reaction product. The product is: [CH3:1][C:2]1[N:3]=[C:4]2[C:9]([CH3:10])=[CH:8][CH:7]=[CH:6][N:5]2[C:11]=1[C:24]1[N:19]2[N:20]=[C:21]([CH3:23])[CH:22]=[C:17]([CH:14]([CH2:12][CH3:13])[CH2:15][CH3:16])[C:18]2=[N:26][C:25]=1[CH3:27]. (7) The product is: [CH2:29]([O:24][C@@H:11]1[C@@H:10]([CH2:9][O:8][Si:1]([C:4]([CH3:7])([CH3:5])[CH3:6])([CH3:2])[CH3:3])[O:14][C@@H:13]([N:15]2[CH:22]=[C:21]([I:23])[C:19]([NH2:20])=[N:18][C:16]2=[O:17])[CH2:12]1)[CH:28]=[CH2:27]. Given the reactants [Si:1]([O:8][CH2:9][C@H:10]1[O:14][C@@H:13]([N:15]2[CH:22]=[C:21]([I:23])[C:19]([NH2:20])=[N:18][C:16]2=[O:17])[CH2:12][C@@H:11]1[OH:24])([C:4]([CH3:7])([CH3:6])[CH3:5])([CH3:3])[CH3:2].[H-].[Na+].[CH2:27](Br)[CH:28]=[CH2:29].C([O-])(O)=O.[Na+], predict the reaction product. (8) Given the reactants [CH2:1]1[C:14]2[C:13]3[CH:12]=[CH:11][CH:10]=[CH:9][C:8]=3[NH:7][C:6]=2[CH:5]2[CH2:15][CH2:16][N:2]1[CH2:3][CH2:4]2.Br[C:18]1[CH:27]=[C:26]2[C:21]([CH:22]=[CH:23][CH:24]=[N:25]2)=[CH:20][CH:19]=1, predict the reaction product. The product is: [N:25]1[C:26]2[C:21](=[CH:20][CH:19]=[C:18]([N:7]3[C:8]4[CH:9]=[CH:10][CH:11]=[CH:12][C:13]=4[C:14]4[CH2:1][N:2]5[CH2:3][CH2:4][CH:5]([C:6]3=4)[CH2:15][CH2:16]5)[CH:27]=2)[CH:22]=[CH:23][CH:24]=1. (9) Given the reactants [CH3:1][O:2][C:3](=[O:24])[CH2:4][CH2:5][CH2:6][CH2:7][CH2:8][O:9][C:10]1[CH:15]=[CH:14][C:13]([NH2:16])=[C:12]([NH:17][C:18]2[CH:23]=[CH:22][CH:21]=[CH:20][CH:19]=2)[CH:11]=1.[CH2:25]([O:27][C:28](OCC)(OCC)OCC)[CH3:26].[OH-].[Na+], predict the reaction product. The product is: [CH3:1][O:2][C:3](=[O:24])[CH2:4][CH2:5][CH2:6][CH2:7][CH2:8][O:9][C:10]1[CH:15]=[CH:14][C:13]2[N:16]=[C:28]([O:27][CH2:25][CH3:26])[N:17]([C:18]3[CH:19]=[CH:20][CH:21]=[CH:22][CH:23]=3)[C:12]=2[CH:11]=1.